From a dataset of Buchwald-Hartwig C-N cross coupling reaction yields with 55,370 reactions. Predict the reaction yield, written as a fraction of the theoretical maximum amount of product (1.0 means a 100% yield; for example, 0.34 means a 34% yield). (1) The reactants are COc1ccc(Cl)cc1.Cc1ccc(N)cc1.O=S(=O)(O[Pd]1c2ccccc2-c2ccccc2N~1)C(F)(F)F.COc1ccc(OC)c(P([C@]23C[C@H]4C[C@H](C[C@H](C4)C2)C3)[C@]23C[C@H]4C[C@H](C[C@H](C4)C2)C3)c1-c1c(C(C)C)cc(C(C)C)cc1C(C)C.CN(C)C(=NC(C)(C)C)N(C)C.CCOC(=O)c1cnoc1. No catalyst specified. The product is COc1ccc(Nc2ccc(C)cc2)cc1. The yield is 0. (2) The yield is 0.0301. The reactants are CCc1ccc(Cl)cc1.Cc1ccc(N)cc1.O=S(=O)(O[Pd]1c2ccccc2-c2ccccc2N~1)C(F)(F)F.CC(C)c1cc(C(C)C)c(-c2ccccc2P(C(C)(C)C)C(C)(C)C)c(C(C)C)c1.CN(C)C(=NC(C)(C)C)N(C)C.Cc1ccon1. No catalyst specified. The product is CCc1ccc(Nc2ccc(C)cc2)cc1. (3) The product is Cc1ccc(Nc2cccnc2)cc1. No catalyst specified. The reactants are Clc1cccnc1.Cc1ccc(N)cc1.O=S(=O)(O[Pd]1c2ccccc2-c2ccccc2N~1)C(F)(F)F.COc1ccc(OC)c(P([C@]23C[C@H]4C[C@H](C[C@H](C4)C2)C3)[C@]23C[C@H]4C[C@H](C[C@H](C4)C2)C3)c1-c1c(C(C)C)cc(C(C)C)cc1C(C)C.CN(C)C(=NC(C)(C)C)N(C)C.c1ccc(-c2ccno2)cc1. The yield is 0.0234.